This data is from Full USPTO retrosynthesis dataset with 1.9M reactions from patents (1976-2016). The task is: Predict the reactants needed to synthesize the given product. (1) The reactants are: [CH2:1]([O:3][C:4]1[C:5]([O:19][CH2:20][C:21]2[CH:26]=[CH:25][C:24]([O:27][CH3:28])=[CH:23][CH:22]=2)=[N:6][CH:7]=[C:8](B2OC(C)(C)C(C)(C)O2)[CH:9]=1)[CH3:2].[CH2:29]([O:36][CH2:37][CH2:38][O:39][C:40]1[CH:45]=[CH:44][C:43]([NH:46][C:47](=[O:58])[CH2:48][C:49]2[CH:54]=[CH:53][C:52](Br)=[C:51]([F:56])[C:50]=2[F:57])=[CH:42][C:41]=1[C:59]([F:62])([F:61])[F:60])[C:30]1[CH:35]=[CH:34][CH:33]=[CH:32][CH:31]=1.C([O-])([O-])=O.[Cs+].[Cs+]. Given the product [CH2:29]([O:36][CH2:37][CH2:38][O:39][C:40]1[CH:45]=[CH:44][C:43]([NH:46][C:47](=[O:58])[CH2:48][C:49]2[CH:54]=[CH:53][C:52]([C:8]3[CH:7]=[N:6][C:5]([O:19][CH2:20][C:21]4[CH:22]=[CH:23][C:24]([O:27][CH3:28])=[CH:25][CH:26]=4)=[C:4]([O:3][CH2:1][CH3:2])[CH:9]=3)=[C:51]([F:56])[C:50]=2[F:57])=[CH:42][C:41]=1[C:59]([F:61])([F:60])[F:62])[C:30]1[CH:35]=[CH:34][CH:33]=[CH:32][CH:31]=1, predict the reactants needed to synthesize it. (2) Given the product [CH3:1][O:2][C@@H:3]1[C@@H:29]([CH2:30][OH:31])[O:28][C@@H:6]([O:7][C:8]2[CH:13]=[C:12]([CH2:14][OH:15])[CH:11]=[CH:10][C:9]=2[CH2:19][C:20]2[CH:25]=[CH:24][C:23]([CH2:26][CH3:27])=[CH:22][CH:21]=2)[C@H:5]([OH:40])[C@H:4]1[OH:49], predict the reactants needed to synthesize it. The reactants are: [CH3:1][O:2][C@@H:3]1[C@@H:29]([CH2:30][O:31]C(=O)C2C=CC=CC=2)[O:28][C@@H:6]([O:7][C:8]2[CH:13]=[C:12]([CH2:14][O:15]C(=O)C)[CH:11]=[CH:10][C:9]=2[CH2:19][C:20]2[CH:25]=[CH:24][C:23]([CH2:26][CH3:27])=[CH:22][CH:21]=2)[C@H:5]([O:40]C(=O)C2C=CC=CC=2)[C@H:4]1[O:49]C(=O)C1C=CC=CC=1.C(=O)([O-])[O-].[K+].[K+].CO.COC[C@H]1O[C@@H](OC2C=C(CO)C=CC=2CC2C=CC(CC)=CC=2)[C@H](O)[C@@H](O)[C@@H]1O. (3) Given the product [CH3:1][C:2]1[CH:7]=[CH:6][C:5]([C:8]2[CH:9]=[C:10]([C:11]([F:14])([F:13])[F:12])[N:23]3[N:24]=[CH:25][C:26]([C:27]4[CH:28]=[N:29][CH:30]=[CH:31][CH:32]=4)=[C:22]3[N:21]=2)=[CH:4][C:3]=1[C:17]([F:20])([F:19])[F:18], predict the reactants needed to synthesize it. The reactants are: [CH3:1][C:2]1[CH:7]=[CH:6][C:5]([C:8](=O)[CH2:9][C:10](=O)[C:11]([F:14])([F:13])[F:12])=[CH:4][C:3]=1[C:17]([F:20])([F:19])[F:18].[NH2:21][C:22]1[C:26]([C:27]2[CH:28]=[N:29][CH:30]=[CH:31][CH:32]=2)=[CH:25][NH:24][N:23]=1. (4) Given the product [CH3:24][C@@H:18]1[CH2:23][C@H:22]1[NH:7][C:5](=[O:6])[O:17][CH2:10][C:11]1[CH:16]=[CH:15][CH:14]=[CH:13][CH:12]=1, predict the reactants needed to synthesize it. The reactants are: C[C@@H]1C[C@H]1[C:5]([N:7]=[N+]=[N-])=[O:6].[CH2:10]([OH:17])[C:11]1[CH:16]=[CH:15][CH:14]=[CH:13][CH:12]=1.[C:18]1([CH3:24])[CH:23]=[CH:22]C=CC=1. (5) Given the product [CH3:1][C:2]1[C:6]([CH:7]2[CH:16]([C:15]([NH:32][C:31]3[CH:33]=[CH:34][CH:35]=[C:29]([O:28][CH3:27])[CH:30]=3)=[O:26])[C:17]3[C:18](=[CH:22][CH:23]=[CH:24][CH:25]=3)[C:19](=[O:21])[N:14]2[CH2:13][CH2:12][O:11][CH3:10])=[C:5]([CH3:9])[O:4][N:3]=1, predict the reactants needed to synthesize it. The reactants are: [CH3:1][C:2]1[C:6]([CH:7]=O)=[C:5]([CH3:9])[O:4][N:3]=1.[CH3:10][O:11][CH2:12][CH2:13][NH2:14].[C:15]1(=[O:26])[O:21][C:19](=O)[C:18]2=[CH:22][CH:23]=[CH:24][CH:25]=[C:17]2[CH2:16]1.[CH3:27][O:28][C:29]1[CH:30]=[C:31]([CH:33]=[CH:34][CH:35]=1)[NH2:32]. (6) Given the product [Cl:25][C:6]1[CH:5]=[C:4]([CH:1]([OH:3])[CH3:2])[C:9]([O:10][CH2:11][CH2:12][NH:13][C:14](=[O:20])[O:15][C:16]([CH3:18])([CH3:19])[CH3:17])=[C:8]([CH:21]=[CH2:22])[C:7]=1[C:23]#[N:24], predict the reactants needed to synthesize it. The reactants are: [C:1]([C:4]1[C:9]([O:10][CH2:11][CH2:12][NH:13][C:14](=[O:20])[O:15][C:16]([CH3:19])([CH3:18])[CH3:17])=[C:8]([CH:21]=[CH2:22])[C:7]([C:23]#[N:24])=[C:6]([Cl:25])[CH:5]=1)(=[O:3])[CH3:2].[BH4-].[Na+].O.